This data is from NCI-60 drug combinations with 297,098 pairs across 59 cell lines. The task is: Regression. Given two drug SMILES strings and cell line genomic features, predict the synergy score measuring deviation from expected non-interaction effect. (1) Drug 1: CC1OCC2C(O1)C(C(C(O2)OC3C4COC(=O)C4C(C5=CC6=C(C=C35)OCO6)C7=CC(=C(C(=C7)OC)O)OC)O)O. Drug 2: CC1CCC2CC(C(=CC=CC=CC(CC(C(=O)C(C(C(=CC(C(=O)CC(OC(=O)C3CCCCN3C(=O)C(=O)C1(O2)O)C(C)CC4CCC(C(C4)OC)OCCO)C)C)O)OC)C)C)C)OC. Cell line: MDA-MB-231. Synergy scores: CSS=30.7, Synergy_ZIP=-3.78, Synergy_Bliss=-0.577, Synergy_Loewe=3.50, Synergy_HSA=4.75. (2) Drug 1: CC1=C(N=C(N=C1N)C(CC(=O)N)NCC(C(=O)N)N)C(=O)NC(C(C2=CN=CN2)OC3C(C(C(C(O3)CO)O)O)OC4C(C(C(C(O4)CO)O)OC(=O)N)O)C(=O)NC(C)C(C(C)C(=O)NC(C(C)O)C(=O)NCCC5=NC(=CS5)C6=NC(=CS6)C(=O)NCCC[S+](C)C)O. Drug 2: C1=NNC2=C1C(=O)NC=N2. Cell line: T-47D. Synergy scores: CSS=10.6, Synergy_ZIP=2.15, Synergy_Bliss=4.43, Synergy_Loewe=-5.16, Synergy_HSA=3.07.